Task: Predict the reactants needed to synthesize the given product.. Dataset: Full USPTO retrosynthesis dataset with 1.9M reactions from patents (1976-2016) (1) Given the product [F:19][C:20]1[CH:25]=[C:24]([F:26])[CH:23]=[CH:22][C:21]=1[CH2:27][NH:28][C:29]([C:31]1[C:32](=[O:66])[C:33]([OH:58])=[C:34]2[C:55](=[O:56])[N:38]3[CH:39]4[CH:44]([CH2:45][N:46]([CH2:47][CH2:48][N:49]5[CH2:50][CH2:51][O:52][CH2:53][CH2:54]5)[CH:37]3[CH2:36][N:35]2[CH:57]=1)[CH2:43][CH2:42][CH2:41][CH2:40]4)=[O:30], predict the reactants needed to synthesize it. The reactants are: Cl.N[C@H]1CCCC[C@H]1CNCCN1CCOCC1.[F:19][C:20]1[CH:25]=[C:24]([F:26])[CH:23]=[CH:22][C:21]=1[CH2:27][NH:28][C:29]([C:31]1[C:32](=[O:66])[C:33]([O:58]CC2C=CC=CC=2)=[C:34]2[C:55](=[O:56])[N:38]3[CH:39]4[CH:44]([CH2:45][N:46]([CH2:47][CH2:48][N:49]5[CH2:54][CH2:53][O:52][CH2:51][CH2:50]5)[CH:37]3[CH2:36][N:35]2[CH:57]=1)[CH2:43][CH2:42][CH2:41][CH2:40]4)=[O:30]. (2) The reactants are: [C:1]([C:3]1[C:4]([N+:23]([O-])=O)=[CH:5][C:6]([O:21][CH3:22])=[C:7]([CH:20]=1)[O:8][CH:9]1[CH2:14][CH2:13][N:12]([CH2:15][C:16]([NH:18][CH3:19])=[O:17])[CH2:11][CH2:10]1)#[N:2].S(S([O-])=O)([O-])=O.[Na+].[Na+].Cl.[OH-].[Na+].CC1CCCO1. Given the product [NH2:23][C:4]1[C:3]([C:1]#[N:2])=[CH:20][C:7]([O:8][CH:9]2[CH2:10][CH2:11][N:12]([CH2:15][C:16]([NH:18][CH3:19])=[O:17])[CH2:13][CH2:14]2)=[C:6]([O:21][CH3:22])[CH:5]=1, predict the reactants needed to synthesize it. (3) Given the product [CH3:30][O:29][C:22]1[CH:21]=[C:20]([CH:25]=[CH:24][C:23]=1[N+:26]([O-:28])=[O:27])[C:18]([C:11]1[N:12]2[C:17]([CH:16]=[CH:15][CH:14]=[CH:13]2)=[C:9]([NH:8][C:1](=[O:3])[CH3:2])[C:10]=1[CH3:31])=[O:19], predict the reactants needed to synthesize it. The reactants are: [C:1](OC(=O)C)(=[O:3])[CH3:2].[NH2:8][C:9]1[C:10]([CH3:31])=[C:11]([C:18]([C:20]2[CH:25]=[CH:24][C:23]([N+:26]([O-:28])=[O:27])=[C:22]([O:29][CH3:30])[CH:21]=2)=[O:19])[N:12]2[C:17]=1[CH:16]=[CH:15][CH:14]=[CH:13]2. (4) Given the product [Cl:1][C:2]1[CH:3]=[CH:4][C:5]([O:12][CH3:13])=[C:6]([CH2:8][C:9]([N:16]([CH3:17])[CH3:15])=[O:10])[CH:7]=1, predict the reactants needed to synthesize it. The reactants are: [Cl:1][C:2]1[CH:3]=[CH:4][C:5]([O:12][CH3:13])=[C:6]([CH2:8][C:9](O)=[O:10])[CH:7]=1.Cl.[CH3:15][NH:16][CH3:17].C(N(CC)CC)C. (5) Given the product [C:1]([O:5][C:6](=[O:7])[NH:8][C:9]1[CH:10]=[CH:11][C:12]([CH2:15][N:26]2[CH2:27][CH2:28][N:23]([CH2:21][CH3:22])[CH2:24][CH2:25]2)=[CH:13][N:14]=1)([CH3:4])([CH3:3])[CH3:2], predict the reactants needed to synthesize it. The reactants are: [C:1]([O:5][C:6]([NH:8][C:9]1[N:14]=[CH:13][C:12]([CH2:15]OS(C)(=O)=O)=[CH:11][CH:10]=1)=[O:7])([CH3:4])([CH3:3])[CH3:2].[CH2:21]([N:23]1[CH2:28][CH2:27][NH:26][CH2:25][CH2:24]1)[CH3:22].C(=O)([O-])[O-].[Cs+].[Cs+].CN(C=O)C. (6) Given the product [F:1][C:2]1[C:10]([I:11])=[C:9]([CH3:12])[CH:8]=[CH:7][C:3]=1[C:4]([O:6][CH3:14])=[O:5], predict the reactants needed to synthesize it. The reactants are: [F:1][C:2]1[C:10]([I:11])=[C:9]([CH3:12])[CH:8]=[CH:7][C:3]=1[C:4]([OH:6])=[O:5].Cl.[CH3:14]O.